Dataset: Forward reaction prediction with 1.9M reactions from USPTO patents (1976-2016). Task: Predict the product of the given reaction. (1) Given the reactants [CH:1]1([C:7](=[CH2:11])[C:8]([OH:10])=[O:9])[CH2:6][CH2:5][CH2:4][CH2:3][CH2:2]1.[CH2:12](O)[CH:13]=[CH2:14].C1(N=C=NC2CCCCC2)CCCCC1.C(Cl)Cl, predict the reaction product. The product is: [CH2:14]([O:9][C:8](=[O:10])[C:7]([CH:1]1[CH2:6][CH2:5][CH2:4][CH2:3][CH2:2]1)=[CH2:11])[CH:13]=[CH2:12]. (2) The product is: [CH3:12][O:13][CH2:2][C:3]1[NH:4][C:5]2[CH:11]=[CH:10][CH:9]=[CH:8][C:6]=2[N:7]=1. Given the reactants Cl[CH2:2][C:3]1[NH:4][C:5]2[CH:11]=[CH:10][CH:9]=[CH:8][C:6]=2[N:7]=1.[CH3:12][OH:13].C[O-].[Na+].O, predict the reaction product. (3) Given the reactants Br[C:2]1[C:7]([Cl:8])=[CH:6][CH:5]=[CH:4][C:3]=1[Cl:9].[CH3:10][C:11]1[CH:16]=[CH:15][CH:14]=[CH:13][C:12]=1B(O)O.[O-]P([O-])([O-])=O.[K+].[K+].[K+], predict the reaction product. The product is: [Cl:9][C:3]1[CH:4]=[CH:5][CH:6]=[C:7]([Cl:8])[C:2]=1[C:12]1[CH:13]=[CH:14][CH:15]=[CH:16][C:11]=1[CH3:10]. (4) Given the reactants [NH2:1][CH2:2][CH2:3][S:4][S:5][CH2:6][CH2:7][C:8]([OH:10])=[O:9].[C:11]1(=O)[O:16][C:14](=[O:15])[CH:13]=[CH:12]1.CCCCC.C(OCC)C, predict the reaction product. The product is: [C:11]1(=[O:16])[N:1]([CH2:2][CH2:3][S:4][S:5][CH2:6][CH2:7][C:8]([OH:10])=[O:9])[C:14](=[O:15])[CH:13]=[CH:12]1. (5) Given the reactants [CH:1]1([NH:7][C:8]([NH:10]C(=O)C2C=CC=CC=2)=[S:9])[CH2:6][CH2:5][CH2:4][CH2:3][CH2:2]1.C(=O)([O-])[O-].[K+].[K+], predict the reaction product. The product is: [CH:1]1([NH:7][C:8]([NH2:10])=[S:9])[CH2:6][CH2:5][CH2:4][CH2:3][CH2:2]1.